This data is from Forward reaction prediction with 1.9M reactions from USPTO patents (1976-2016). The task is: Predict the product of the given reaction. (1) Given the reactants [Cl:1][C:2]1[N:7]=[N:6][C:5]([O:8][C:9]2[CH:14]=[CH:13][CH:12]=[CH:11][C:10]=2[CH:15]2[CH2:17][CH2:16]2)=[C:4]([OH:18])[CH:3]=1.C(N(CC)CC)C.[F:26][C:27]([F:40])([F:39])[S:28](O[S:28]([C:27]([F:40])([F:39])[F:26])(=[O:30])=[O:29])(=[O:30])=[O:29], predict the reaction product. The product is: [F:26][C:27]([F:40])([F:39])[S:28]([O:18][C:4]1[CH:3]=[C:2]([Cl:1])[N:7]=[N:6][C:5]=1[O:8][C:9]1[CH:14]=[CH:13][CH:12]=[CH:11][C:10]=1[CH:15]1[CH2:16][CH2:17]1)(=[O:30])=[O:29]. (2) Given the reactants Cl[C:2]1[N:10]2[CH:11]([C:14]3[CH:19]=[CH:18][CH:17]=[CH:16][CH:15]=3)[CH2:12][O:13][C:8]3=[C:9]2[C:4](=[CH:5][CH:6]=[C:7]3[C:20]2[C:21]([CH3:26])=[N:22][O:23][C:24]=2[CH3:25])[N:3]=1.[C:27]1(B(O)O)[CH:32]=[CH:31][CH:30]=[CH:29][CH:28]=1.C(Cl)Cl.C(=O)([O-])[O-].[K+].[K+], predict the reaction product. The product is: [CH3:26][C:21]1[C:20]([C:7]2[C:8]3[O:13][CH2:12][CH:11]([C:14]4[CH:19]=[CH:18][CH:17]=[CH:16][CH:15]=4)[N:10]4[C:2]([C:27]5[CH:32]=[CH:31][CH:30]=[CH:29][CH:28]=5)=[N:3][C:4]([C:9]=34)=[CH:5][CH:6]=2)=[C:24]([CH3:25])[O:23][N:22]=1. (3) Given the reactants Br[C:2]1[CH:7]=[CH:6][CH:5]=[C:4]([Br:8])[CH:3]=1.[O:9]1[CH2:14][CH2:13][CH2:12][CH2:11][CH:10]1[O:15][CH:16]1[CH2:20][CH2:19][NH:18][CH2:17]1.C([O-])([O-])=O.[Cs+].[Cs+].C1C=CC(P(C2C(C3C(P(C4C=CC=CC=4)C4C=CC=CC=4)=CC=C4C=3C=CC=C4)=C3C(C=CC=C3)=CC=2)C2C=CC=CC=2)=CC=1, predict the reaction product. The product is: [Br:8][C:4]1[CH:3]=[C:2]([N:18]2[CH2:19][CH2:20][CH:16]([O:15][CH:10]3[CH2:11][CH2:12][CH2:13][CH2:14][O:9]3)[CH2:17]2)[CH:7]=[CH:6][CH:5]=1. (4) Given the reactants C(N(CC)C(C)C)(C)C.[Cl:10][C:11]1[CH:33]=[CH:32][C:14]([CH2:15][NH:16][C:17]([C:19]2[C:20](=[O:31])[C:21]3[CH:28]=[C:27]([CH2:29]Cl)[O:26][C:22]=3[N:23]([CH3:25])[CH:24]=2)=[O:18])=[CH:13][CH:12]=1.[CH3:34][NH:35][CH2:36][CH:37]([C:40]1[CH:45]=[CH:44][CH:43]=[CH:42][CH:41]=1)[CH2:38][OH:39].O, predict the reaction product. The product is: [Cl:10][C:11]1[CH:33]=[CH:32][C:14]([CH2:15][NH:16][C:17]([C:19]2[C:20](=[O:31])[C:21]3[CH:28]=[C:27]([CH2:29][N:35]([CH2:36][CH:37]([C:40]4[CH:45]=[CH:44][CH:43]=[CH:42][CH:41]=4)[CH2:38][OH:39])[CH3:34])[O:26][C:22]=3[N:23]([CH3:25])[CH:24]=2)=[O:18])=[CH:13][CH:12]=1. (5) Given the reactants [Cl:1][C:2]1[CH:7]=[C:6]([O:8][C:9]2[C:10]3[CH:17]=[C:16]([C:18]4[CH:23]=[CH:22][C:21]([O:24][CH2:25][CH2:26][N:27]([CH2:30][CH3:31])[CH2:28][CH3:29])=[CH:20][CH:19]=4)[N:15](COCC[Si](C)(C)C)[C:11]=3[N:12]=[CH:13][N:14]=2)[CH:5]=[CH:4][C:3]=1[NH:40][C:41]([NH:43][CH:44]1[CH2:46][CH2:45]1)=[O:42].[F-].C([N+](CCCC)(CCCC)CCCC)CCC.O, predict the reaction product. The product is: [Cl:1][C:2]1[CH:7]=[C:6]([O:8][C:9]2[C:10]3[CH:17]=[C:16]([C:18]4[CH:19]=[CH:20][C:21]([O:24][CH2:25][CH2:26][N:27]([CH2:28][CH3:29])[CH2:30][CH3:31])=[CH:22][CH:23]=4)[NH:15][C:11]=3[N:12]=[CH:13][N:14]=2)[CH:5]=[CH:4][C:3]=1[NH:40][C:41]([NH:43][CH:44]1[CH2:46][CH2:45]1)=[O:42]. (6) Given the reactants [NH2:1][CH2:2][CH2:3][CH2:4][C@@:5]1([C:20]2[CH:25]=[CH:24][C:23]([F:26])=[CH:22][CH:21]=2)[O:10][C:9](=[O:11])[N:8]([C@H:12]([CH:14]2[CH2:19][CH2:18][CH2:17][CH2:16][CH2:15]2)[CH3:13])[CH2:7][CH2:6]1.CCN(CC)CC.[CH3:34][S:35](Cl)(=[O:37])=[O:36], predict the reaction product. The product is: [CH:14]1([C@@H:12]([N:8]2[CH2:7][CH2:6][C@:5]([CH2:4][CH2:3][CH2:2][NH:1][S:35]([CH3:34])(=[O:37])=[O:36])([C:20]3[CH:25]=[CH:24][C:23]([F:26])=[CH:22][CH:21]=3)[O:10][C:9]2=[O:11])[CH3:13])[CH2:19][CH2:18][CH2:17][CH2:16][CH2:15]1. (7) Given the reactants CS(O)(=O)=O.CS(O[CH2:11][CH2:12][C:13]1[O:14][C:15]2[CH:21]=[CH:20][C:19]([C:22]3[CH:27]=[CH:26][C:25]([C:28]#[N:29])=[CH:24][CH:23]=3)=[CH:18][C:16]=2[CH:17]=1)(=O)=O.[N-:30]=[N+:31]=[N-:32].[Na+].ClCCl, predict the reaction product. The product is: [N:30]([CH2:11][CH2:12][C:13]1[O:14][C:15]2[CH:21]=[CH:20][C:19]([C:22]3[CH:27]=[CH:26][C:25]([C:28]#[N:29])=[CH:24][CH:23]=3)=[CH:18][C:16]=2[CH:17]=1)=[N+:31]=[N-:32]. (8) Given the reactants [Cl:1][C:2]1[CH:7]=[CH:6][CH:5]=[CH:4][C:3]=1[N:8]1[C:16]2[CH2:15][CH2:14][N:13]([N:17]3[CH2:22][CH2:21][CH2:20][CH2:19][CH2:18]3)[C:12](=[O:23])[C:11]=2[C:10]([CH3:24])=[C:9]1[C:25]1[CH:30]=[CH:29][C:28]([OH:31])=[CH:27][CH:26]=1.C(N(CC)CC)C.[F:39][C:40]([F:48])([F:47])[CH2:41][CH2:42][S:43](Cl)(=[O:45])=[O:44], predict the reaction product. The product is: [Cl:1][C:2]1[CH:7]=[CH:6][CH:5]=[CH:4][C:3]=1[N:8]1[C:16]2[CH2:15][CH2:14][N:13]([N:17]3[CH2:18][CH2:19][CH2:20][CH2:21][CH2:22]3)[C:12](=[O:23])[C:11]=2[C:10]([CH3:24])=[C:9]1[C:25]1[CH:26]=[CH:27][C:28]([O:31][S:43]([CH2:42][CH2:41][C:40]([F:48])([F:47])[F:39])(=[O:45])=[O:44])=[CH:29][CH:30]=1. (9) Given the reactants [CH2:1]([NH:3][C:4]([C:6]1[CH:11]=[CH:10][C:9]([N:12]2[CH:16]=[C:15]([C:17]([O:19]CC)=O)[N:14]=[N:13]2)=[C:8]([OH:22])[CH:7]=1)=[O:5])[CH3:2].[CH:23]1([NH2:26])[CH2:25][CH2:24]1.C1C=CC2N(O)N=NC=2C=1.CCN=C=NCCCN(C)C.Cl, predict the reaction product. The product is: [CH:23]1([NH:26][C:17]([C:15]2[N:14]=[N:13][N:12]([C:9]3[CH:10]=[CH:11][C:6]([C:4]([NH:3][CH2:1][CH3:2])=[O:5])=[CH:7][C:8]=3[OH:22])[CH:16]=2)=[O:19])[CH2:25][CH2:24]1. (10) Given the reactants [CH2:1]([O:8][C:9](=[O:41])[CH2:10][C:11]1([C:16]([NH:18][CH:19]([CH2:28][C:29]2[CH:34]=[CH:33][C:32]([C:35]3[CH:40]=[CH:39][CH:38]=[CH:37][CH:36]=3)=[CH:31][CH:30]=2)[CH2:20][C:21]([O:23]C(C)(C)C)=[O:22])=[O:17])[CH2:15][CH2:14][CH2:13][CH2:12]1)[C:2]1[CH:7]=[CH:6][CH:5]=[CH:4][CH:3]=1.C(O)(C(F)(F)F)=O, predict the reaction product. The product is: [CH2:1]([O:8][C:9](=[O:41])[CH2:10][C:11]1([C:16]([NH:18][CH:19]([CH2:28][C:29]2[CH:30]=[CH:31][C:32]([C:35]3[CH:40]=[CH:39][CH:38]=[CH:37][CH:36]=3)=[CH:33][CH:34]=2)[CH2:20][C:21]([OH:23])=[O:22])=[O:17])[CH2:15][CH2:14][CH2:13][CH2:12]1)[C:2]1[CH:7]=[CH:6][CH:5]=[CH:4][CH:3]=1.